This data is from Full USPTO retrosynthesis dataset with 1.9M reactions from patents (1976-2016). The task is: Predict the reactants needed to synthesize the given product. (1) Given the product [CH:1]1([NH:4][C:5](=[O:6])[C:7]2[CH:8]=[CH:9][C:10]([CH3:27])=[C:11]([C:13]3[CH:14]=[C:15]4[C:19](=[CH:20][CH:21]=3)[N:18]([CH2:22][C:23]([NH:32][CH2:31][CH:28]3[CH2:30][CH2:29]3)=[O:24])[N:17]=[CH:16]4)[CH:12]=2)[CH2:3][CH2:2]1, predict the reactants needed to synthesize it. The reactants are: [CH:1]1([NH:4][C:5]([C:7]2[CH:8]=[CH:9][C:10]([CH3:27])=[C:11]([C:13]3[CH:14]=[C:15]4[C:19](=[CH:20][CH:21]=3)[N:18]([CH2:22][C:23](OC)=[O:24])[N:17]=[CH:16]4)[CH:12]=2)=[O:6])[CH2:3][CH2:2]1.[CH:28]1([CH2:31][NH2:32])[CH2:30][CH2:29]1. (2) The reactants are: CS[C:3]1[N:4]=[CH:5][C:6]2[C:7](=[O:27])[N:8]([C:17]3[CH:18]=[CH:19][CH:20]=[C:21]4[C:26]=3[N:25]=[CH:24][CH:23]=[CH:22]4)[CH2:9][C@@H:10]3[CH2:16][CH2:15][CH2:14][N:11]3[C:12]=2[N:13]=1.C1C=C(Cl)C=C(C(OO)=O)C=1.C(Cl)(Cl)Cl.[CH2:43]([NH2:45])[CH3:44].C1COCC1. Given the product [CH2:43]([NH:45][C:3]1[N:4]=[CH:5][C:6]2[C:7](=[O:27])[N:8]([C:17]3[CH:18]=[CH:19][CH:20]=[C:21]4[C:26]=3[N:25]=[CH:24][CH:23]=[CH:22]4)[CH2:9][C@@H:10]3[CH2:16][CH2:15][CH2:14][N:11]3[C:12]=2[N:13]=1)[CH3:44], predict the reactants needed to synthesize it.